Dataset: Full USPTO retrosynthesis dataset with 1.9M reactions from patents (1976-2016). Task: Predict the reactants needed to synthesize the given product. (1) The reactants are: [Cl:1][C:2]1[CH:3]=[C:4]2[C:8](=[CH:9][CH:10]=1)[NH:7][CH:6]=[C:5]2[CH2:11][CH2:12][NH:13][C:14](=[O:22])[C:15]1[CH:20]=[CH:19][CH:18]=[CH:17][C:16]=1I.[CH3:23][O:24][C:25]1[CH:26]=[C:27](B(O)O)[CH:28]=[CH:29][CH:30]=1.C(=O)([O-])[O-].[Na+].[Na+]. Given the product [Cl:1][C:2]1[CH:3]=[C:4]2[C:8](=[CH:9][CH:10]=1)[NH:7][CH:6]=[C:5]2[CH2:11][CH2:12][NH:13][C:14]([C:15]1[C:16]([C:29]2[CH:28]=[CH:27][CH:26]=[C:25]([O:24][CH3:23])[CH:30]=2)=[CH:17][CH:18]=[CH:19][CH:20]=1)=[O:22], predict the reactants needed to synthesize it. (2) Given the product [C:58]([O:66][CH:67](/[CH:94]=[CH:95]/[C@@H:96]([C@@H:105]1[O:110][C@H:109]2[CH2:111][CH2:112][C@H:113]([CH2:115][CH:116]([OH:117])[CH:8]([CH:7]3[C@@H:3]([O:2][CH3:1])[C@@H:4]([CH2:28][C@H:29]([O:30][Si:31]([C:32]([CH3:34])([CH3:35])[CH3:33])([CH3:36])[CH3:37])[CH2:38][O:39][Si:40]([C:41]([CH3:43])([CH3:42])[CH3:44])([CH3:46])[CH3:45])[O:5][C@H:6]3[CH2:18][CH2:19][O:20][Si:21]([CH2:24][CH3:25])([CH2:22][CH3:23])[CH2:26][CH3:27])[S:9]([C:12]3[CH:17]=[CH:16][CH:15]=[CH:14][CH:13]=3)(=[O:10])=[O:11])[O:114][C@@H:108]2[C@H:107]([O:118][Si:119]([C:122]([CH3:124])([CH3:123])[CH3:125])([CH3:120])[CH3:121])[C@@H:106]1[O:126][Si:127]([C:130]([CH3:131])([CH3:133])[CH3:132])([CH3:128])[CH3:129])[O:97][Si:98]([C:101]([CH3:102])([CH3:103])[CH3:104])([CH3:100])[CH3:99])[CH2:68][CH2:69][C@@H:70]1[O:78][C@@H:77]2[C@@:72]([CH2:92][I:93])([O:73][C@@H:74]([CH2:79][C@@H:80]([CH3:91])[C:81]([O:83][S:84]([C:87]([F:89])([F:88])[F:90])(=[O:85])=[O:86])=[CH2:82])[CH2:75][CH2:76]2)[CH2:71]1)(=[O:65])[C:59]1[CH:60]=[CH:61][CH:62]=[CH:63][CH:64]=1, predict the reactants needed to synthesize it. The reactants are: [CH3:1][O:2][C@@H:3]1[C@@H:7]([CH2:8][S:9]([C:12]2[CH:17]=[CH:16][CH:15]=[CH:14][CH:13]=2)(=[O:11])=[O:10])[C@H:6]([CH2:18][CH2:19][O:20][Si:21]([CH2:26][CH3:27])([CH2:24][CH3:25])[CH2:22][CH3:23])[O:5][C@@H:4]1[CH2:28][C@@H:29]([CH2:38][O:39][Si:40]([CH3:46])([CH3:45])[C:41]([CH3:44])([CH3:43])[CH3:42])[O:30][Si:31]([CH3:37])([CH3:36])[C:32]([CH3:35])([CH3:34])[CH3:33].[Li]CCCC.CCCCCC.[C:58]([O:66][CH:67](/[CH:94]=[CH:95]/[C@@H:96]([C@@H:105]1[O:110][C@H:109]2[CH2:111][CH2:112][C@H:113]([CH2:115][CH:116]=[O:117])[O:114][C@@H:108]2[C@H:107]([O:118][Si:119]([C:122]([CH3:125])([CH3:124])[CH3:123])([CH3:121])[CH3:120])[C@@H:106]1[O:126][Si:127]([C:130]([CH3:133])([CH3:132])[CH3:131])([CH3:129])[CH3:128])[O:97][Si:98]([C:101]([CH3:104])([CH3:103])[CH3:102])([CH3:100])[CH3:99])[CH2:68][CH2:69][C@@H:70]1[O:78][C@@H:77]2[C@@:72]([CH2:92][I:93])([O:73][C@@H:74]([CH2:79][C@@H:80]([CH3:91])[C:81]([O:83][S:84]([C:87]([F:90])([F:89])[F:88])(=[O:86])=[O:85])=[CH2:82])[CH2:75][CH2:76]2)[CH2:71]1)(=[O:65])[C:59]1[CH:64]=[CH:63][CH:62]=[CH:61][CH:60]=1. (3) The reactants are: [Cl:1][C:2]1[C:3]([F:31])=[C:4]([CH:8]2[C:12]([C:15]3[CH:20]=[CH:19][C:18]([Cl:21])=[CH:17][C:16]=3[F:22])([C:13]#[N:14])[CH:11]([CH2:23][C:24]([CH3:27])([CH3:26])[CH3:25])[NH:10][CH:9]2[C:28](O)=[O:29])[CH:5]=[CH:6][CH:7]=1.CN(C(ON1N=NC2C=CC=NC1=2)=[N+](C)C)C.F[P-](F)(F)(F)(F)F.CCN(C(C)C)C(C)C.[C:65]([O:69][C:70](=[O:78])[C:71]1[CH:76]=[CH:75][CH:74]=[C:73]([NH2:77])[CH:72]=1)([CH3:68])([CH3:67])[CH3:66]. Given the product [C:65]([O:69][C:70](=[O:78])[C:71]1[CH:76]=[CH:75][CH:74]=[C:73]([NH:77][C:28]([C@H:9]2[C@H:8]([C:4]3[CH:5]=[CH:6][CH:7]=[C:2]([Cl:1])[C:3]=3[F:31])[C@:12]([C:15]3[CH:20]=[CH:19][C:18]([Cl:21])=[CH:17][C:16]=3[F:22])([C:13]#[N:14])[C@H:11]([CH2:23][C:24]([CH3:27])([CH3:26])[CH3:25])[NH:10]2)=[O:29])[CH:72]=1)([CH3:68])([CH3:66])[CH3:67], predict the reactants needed to synthesize it.